This data is from Forward reaction prediction with 1.9M reactions from USPTO patents (1976-2016). The task is: Predict the product of the given reaction. (1) Given the reactants Br[CH2:2][C:3]1[C:8]([CH2:9][CH2:10][O:11][C:12](=[O:14])[CH3:13])=[C:7]([Cl:15])[N:6]=[CH:5][N:4]=1.[F:16][C:17]1[C:18]([C:23]2[NH:24][CH:25]=[CH:26][N:27]=2)=[N:19][CH:20]=[CH:21][CH:22]=1.C([O-])([O-])=O.[K+].[K+].CCOC(C)=O, predict the reaction product. The product is: [Cl:15][C:7]1[C:8]([CH2:9][CH2:10][O:11][C:12](=[O:14])[CH3:13])=[C:3]([CH2:2][N:24]2[CH:25]=[CH:26][N:27]=[C:23]2[C:18]2[C:17]([F:16])=[CH:22][CH:21]=[CH:20][N:19]=2)[N:4]=[CH:5][N:6]=1. (2) Given the reactants [F:1][C:2]1[CH:3]=[CH:4][C:5]([O:19][CH3:20])=[C:6]([C:8]([CH3:18])([CH3:17])[CH2:9][C:10]2([C:13]([F:16])([F:15])[F:14])[CH2:12][O:11]2)[CH:7]=1.[CH3:21][N:22]1[C:31]2[C:26](=[CH:27][CH:28]=[CH:29][CH:30]=2)[NH:25][CH2:24][C:23]1=[O:32].N1C2C(=CC=CC=2)NCC1=O.C(=O)(O)[O-].[Na+], predict the reaction product. The product is: [F:1][C:2]1[CH:3]=[CH:4][C:5]([O:19][CH3:20])=[C:6]([C:8]([CH3:18])([CH3:17])[CH2:9][C:10]([OH:11])([C:13]([F:16])([F:15])[F:14])[CH2:12][N:25]2[C:26]3[C:31](=[CH:30][CH:29]=[CH:28][CH:27]=3)[N:22]([CH3:21])[C:23](=[O:32])[CH2:24]2)[CH:7]=1. (3) Given the reactants [NH:1]1[CH2:6][CH2:5][CH:4]([C:7]2[CH:15]=[CH:14][CH:13]=[C:12]3[C:8]=2[CH2:9][C:10](=[O:16])[NH:11]3)[CH2:3][CH2:2]1.[O:17]=[C:18]1[C:23]2=[CH:24][NH:25][C:26]([CH:27]=O)=[C:22]2[CH2:21][CH2:20][O:19]1, predict the reaction product. The product is: [O:16]=[C:10]1[C:9](=[CH:27][C:26]2[NH:25][CH:24]=[C:23]3[C:18](=[O:17])[O:19][CH2:20][CH2:21][C:22]=23)[C:8]2[C:12](=[CH:13][CH:14]=[CH:15][C:7]=2[CH:4]2[CH2:3][CH2:2][NH:1][CH2:6][CH2:5]2)[NH:11]1.